From a dataset of hERG Central: cardiac toxicity at 1µM, 10µM, and general inhibition. Predict hERG channel inhibition at various concentrations. (1) The drug is COc1ccc(C(=O)NC2CC2)cc1OC1CCN(Cc2cc(C)c(C)cc2C)CC1. Results: hERG_inhib (hERG inhibition (general)): blocker. (2) The compound is O=C(/C=C/c1ccc2c(c1)OCO2)Nc1cc(S(=O)(=O)N2CCOCC2)ccc1N1CCOCC1. Results: hERG_inhib (hERG inhibition (general)): blocker.